Predict the reactants needed to synthesize the given product. From a dataset of Full USPTO retrosynthesis dataset with 1.9M reactions from patents (1976-2016). (1) Given the product [OH:21][C:20]1([C:2]2[CH:7]=[C:6]([CH3:8])[CH:5]=[CH:4][C:3]=2[O:9][CH3:10])[C:19]2[C:14](=[CH:15][CH:16]=[C:17]([C:22]#[N:23])[CH:18]=2)[NH:13][C:12]1=[O:11], predict the reactants needed to synthesize it. The reactants are: Br[C:2]1[CH:7]=[C:6]([CH3:8])[CH:5]=[CH:4][C:3]=1[O:9][CH3:10].[O:11]=[C:12]1[C:20](=[O:21])[C:19]2[C:14](=[CH:15][CH:16]=[C:17]([C:22]#[N:23])[CH:18]=2)[NH:13]1. (2) Given the product [F:25][C:26]1[CH:31]=[CH:30][CH:29]=[CH:28][C:27]=1[N:32]1[C:40]2[C:35](=[C:36]([N:41]3[CH2:45][CH2:44][N:43]([CH2:46][C:47]([N:55]4[CH2:56][CH2:57][CH2:58][C@@H:53]([F:52])[CH2:54]4)=[O:48])[C:42]3=[O:50])[CH:37]=[CH:38][CH:39]=2)[CH:34]=[N:33]1, predict the reactants needed to synthesize it. The reactants are: CN(C(ON1N=NC2C=CC=NC1=2)=[N+](C)C)C.F[P-](F)(F)(F)(F)F.[F:25][C:26]1[CH:31]=[CH:30][CH:29]=[CH:28][C:27]=1[N:32]1[C:40]2[C:35](=[C:36]([N:41]3[CH2:45][CH2:44][N:43]([CH2:46][C:47](O)=[O:48])[C:42]3=[O:50])[CH:37]=[CH:38][CH:39]=2)[CH:34]=[N:33]1.Cl.[F:52][C@@H:53]1[CH2:58][CH2:57][CH2:56][NH:55][CH2:54]1. (3) Given the product [Br:25][C:2]1[CH:3]=[C:4]([C@@H:9]2[CH2:13][NH:12][C:11](=[O:14])[CH2:10]2)[CH:5]=[CH:6][C:7]=1[Cl:8], predict the reactants needed to synthesize it. The reactants are: N[C:2]1[CH:3]=[C:4]([C@@H:9]2[CH2:13][NH:12][C:11](=[O:14])[CH2:10]2)[CH:5]=[CH:6][C:7]=1[Cl:8].N([O-])=O.[Na+].C(OCC)(=O)C.[BrH:25].O. (4) Given the product [CH:13]([C:10]1[CH:11]=[CH:12][C:7]([B:19]([OH:23])[OH:20])=[C:8]([CH3:16])[C:9]=1[CH3:15])=[O:14], predict the reactants needed to synthesize it. The reactants are: FC(F)(F)S(O[C:7]1[CH:12]=[CH:11][C:10]([CH:13]=[O:14])=[C:9]([CH3:15])[C:8]=1[CH3:16])(=O)=O.[B:19]1(B2OC(C)(C)C(C)(C)O2)[O:23]C(C)(C)C(C)(C)[O:20]1.C([O-])(=O)C.[K+]. (5) The reactants are: [NH:1]1[CH2:4][CH:3]([C:5]2[CH:6]=[CH:7][C:8]([NH:11][C:12]3[C:17](=[O:18])[N:16]([CH3:19])[CH:15]=[C:14]([C:20]4[C:21]([CH2:40][OH:41])=[C:22]([N:26]5[CH2:34][C:33]6[C:28](=[CH:29][CH:30]=[C:31]([C:35]([CH3:38])([CH3:37])[CH3:36])[CH:32]=6)[C:27]5=[O:39])[CH:23]=[CH:24][CH:25]=4)[CH:13]=3)=[N:9][CH:10]=2)[CH2:2]1.C=O.O.[C:45]([BH3-])#N.[Na+]. Given the product [C:35]([C:31]1[CH:32]=[C:33]2[C:28](=[CH:29][CH:30]=1)[C:27](=[O:39])[N:26]([C:22]1[CH:23]=[CH:24][CH:25]=[C:20]([C:14]3[CH:13]=[C:12]([NH:11][C:8]4[CH:7]=[CH:6][C:5]([CH:3]5[CH2:2][N:1]([CH3:45])[CH2:4]5)=[CH:10][N:9]=4)[C:17](=[O:18])[N:16]([CH3:19])[CH:15]=3)[C:21]=1[CH2:40][OH:41])[CH2:34]2)([CH3:37])([CH3:38])[CH3:36], predict the reactants needed to synthesize it. (6) Given the product [CH2:4]([N:11]1[CH2:12][CH2:13][N:14]([CH2:17][CH2:18][N:19]2[CH2:26][C:24]3=[CH:23][N:22]=[C:21]([CH3:20])[N:25]3[C:28]2=[O:30])[CH2:15][CH2:16]1)[C:5]1[CH:6]=[CH:7][CH:8]=[CH:9][CH:10]=1, predict the reactants needed to synthesize it. The reactants are: Cl.Cl.Cl.[CH2:4]([N:11]1[CH2:16][CH2:15][N:14]([CH2:17][CH2:18][NH2:19])[CH2:13][CH2:12]1)[C:5]1[CH:10]=[CH:9][CH:8]=[CH:7][CH:6]=1.[CH3:20][C:21]1[NH:22][CH:23]=[C:24]([CH:26]=O)[N:25]=1.[C:28](O)(=[O:30])C.C(O[BH-](OC(=O)C)OC(=O)C)(=O)C.[Na+]. (7) Given the product [Cl:1][C:2]1[C:3]([F:10])=[C:4](/[CH:5]=[N:12]/[CH3:11])[CH:7]=[CH:8][CH:9]=1, predict the reactants needed to synthesize it. The reactants are: [Cl:1][C:2]1[C:3]([F:10])=[C:4]([CH:7]=[CH:8][CH:9]=1)[CH:5]=O.[CH3:11][NH2:12]. (8) Given the product [NH2:14][CH:15]1[CH:16]2[CH:20]1[CH2:19][N:18]([C:21]([C:23]1[S:31][C:30]3[C:25](=[N:26][CH:27]=[CH:28][C:29]=3[Cl:32])[CH:24]=1)=[O:22])[CH2:17]2, predict the reactants needed to synthesize it. The reactants are: FC(F)(F)C(O)=O.C(OC(=O)[NH:14][CH:15]1[CH:20]2[CH:16]1[CH2:17][N:18]([C:21]([C:23]1[S:31][C:30]3[C:25](=[N:26][CH:27]=[CH:28][C:29]=3[Cl:32])[CH:24]=1)=[O:22])[CH2:19]2)(C)(C)C. (9) Given the product [CH2:20]([O:1][C:2]1[CH:3]=[C:4]([S:8]([NH2:11])(=[O:9])=[O:10])[CH:5]=[CH:6][CH:7]=1)[CH2:19][CH2:18][CH2:17][CH2:16][CH2:15][CH:14]=[CH2:13], predict the reactants needed to synthesize it. The reactants are: [OH:1][C:2]1[CH:3]=[C:4]([S:8]([NH2:11])(=[O:10])=[O:9])[CH:5]=[CH:6][CH:7]=1.Br[CH2:13][CH2:14][CH2:15][CH2:16][CH2:17][CH2:18][CH:19]=[CH2:20].C([O-])([O-])=O.[K+].[K+].